This data is from Forward reaction prediction with 1.9M reactions from USPTO patents (1976-2016). The task is: Predict the product of the given reaction. (1) Given the reactants [C:1]1(=O)[C:10]2[C:5](=[CH:6][CH:7]=[CH:8][CH:9]=2)[CH2:4][CH2:3][NH:2]1.P(Cl)(Cl)([Cl:14])=O, predict the reaction product. The product is: [Cl:14][C:1]1[C:10]2[C:5](=[CH:6][CH:7]=[CH:8][CH:9]=2)[CH2:4][CH2:3][N:2]=1. (2) Given the reactants Cl.[NH2:2][C@@H:3]1[CH2:8][CH2:7][C@H:6]([NH:9][C:10]([C:12]2[C:16]3[N:17]=[CH:18][N:19]=[C:20]([C:21]4[CH:26]=[C:25]([CH2:27][CH3:28])[CH:24]=[CH:23][C:22]=4[O:29][CH2:30][CH:31]4[CH2:33][CH2:32]4)[C:15]=3[NH:14][C:13]=2[CH3:34])=[O:11])[CH2:5][CH2:4]1.C([O:38][CH2:39][C:40](Cl)=[O:41])(=O)C, predict the reaction product. The product is: [CH:31]1([CH2:30][O:29][C:22]2[CH:23]=[CH:24][C:25]([CH2:27][CH3:28])=[CH:26][C:21]=2[C:20]2[C:15]3[NH:14][C:13]([CH3:34])=[C:12]([C:10]([NH:9][C@H:6]4[CH2:7][CH2:8][C@@H:3]([NH:2][C:39](=[O:38])[CH2:40][OH:41])[CH2:4][CH2:5]4)=[O:11])[C:16]=3[N:17]=[CH:18][N:19]=2)[CH2:32][CH2:33]1. (3) Given the reactants [Cl:1][C:2]1[S:6][C:5]([C:7]([NH:9][CH2:10][C:11]2[N:12]=[CH:13][N:14]([C:16]3[CH:21]=[CH:20][C:19](I)=[C:18]([F:23])[CH:17]=3)[CH:15]=2)=[O:8])=[CH:4][CH:3]=1.[OH:24][C:25]1[CH:30]=[CH:29][CH:28]=[CH:27][N:26]=1.OC1C=CC=C2C=1N=CC=C2.C([O-])([O-])=O.[K+].[K+], predict the reaction product. The product is: [Cl:1][C:2]1[S:6][C:5]([C:7]([NH:9][CH2:10][C:11]2[N:12]=[CH:13][N:14]([C:16]3[CH:21]=[CH:20][C:19]([N:26]4[CH:27]=[CH:28][CH:29]=[CH:30][C:25]4=[O:24])=[C:18]([F:23])[CH:17]=3)[CH:15]=2)=[O:8])=[CH:4][CH:3]=1. (4) The product is: [CH2:9]1[C:3]2([CH2:4][CH2:5][O:6][CH2:7][CH2:8]2)[CH2:1][CH2:13][O:12][C:10]1=[O:11]. Given the reactants [CH:1]([C:3]1([CH2:9][C:10]([O:12][CH3:13])=[O:11])[CH2:8][CH2:7][O:6][CH2:5][CH2:4]1)=C.C12BC(CCC1)CCC2.O1CCCC1.[OH-].[Na+].OO.Cl, predict the reaction product. (5) Given the reactants C[C:2]([O-:5])(C)C.[K+].[CH2:7]([C:9]1[CH:14]=[CH:13][C:12]([CH2:15][C:16](OCC)=O)=[CH:11][CH:10]=1)[CH3:8].[Br:21][C:22]1[CH:27]=C(F)[C:25]([C:29]#[N:30])=[C:24](F)[CH:23]=1.[OH-].[Na+].Cl, predict the reaction product. The product is: [Br:21][C:22]1[CH:27]=[C:16]([CH2:15][C:12]2[CH:11]=[CH:10][C:9]([CH2:7][CH3:8])=[CH:14][CH:13]=2)[C:25]([C:29]#[N:30])=[C:24]([O:5][CH3:2])[CH:23]=1. (6) Given the reactants [Cl:1][C:2]1[CH:7]=[CH:6][CH:5]=[CH:4][C:3]=1[C:8]1[C:9]([C:13]2[S:29][C:16]3[C:17]4[CH:25]=[CH:24][C:23]([C:26](O)=[O:27])=[CH:22][C:18]=4[O:19][CH2:20][CH2:21][C:15]=3[CH:14]=2)=[N:10][NH:11][CH:12]=1.[Cl-].[NH4+].C[N:33](C(ON1N=NC2C=CC=NC1=2)=[N+](C)C)C.F[P-](F)(F)(F)(F)F.CCN(C(C)C)C(C)C, predict the reaction product. The product is: [Cl:1][C:2]1[CH:7]=[CH:6][CH:5]=[CH:4][C:3]=1[C:8]1[C:9]([C:13]2[S:29][C:16]3[C:17]4[CH:25]=[CH:24][C:23]([C:26]([NH2:33])=[O:27])=[CH:22][C:18]=4[O:19][CH2:20][CH2:21][C:15]=3[CH:14]=2)=[N:10][NH:11][CH:12]=1. (7) The product is: [CH3:5][O:4][C:1]([CH:12]1[C:11](=[O:20])[CH2:10][CH2:9][C:14]2([CH2:19][CH2:18][CH2:17][CH2:16][CH2:15]2)[CH2:13]1)=[O:6]. Given the reactants [C:1](=[O:6])([O:4][CH3:5])OC.[H-].[Na+].[CH2:9]1[C:14]2([CH2:19][CH2:18][CH2:17][CH2:16][CH2:15]2)[CH2:13][CH2:12][C:11](=[O:20])[CH2:10]1.C(O)(=O)C, predict the reaction product. (8) Given the reactants C([Si](CC)(CC)[O:4][C@H:5]1[CH2:10][C@H:9]([O:11][Si](CC)(CC)CC)[CH2:8]/[C:7](=[CH:19]/[CH:20]=[C:21]2\[CH2:22][CH2:23][CH2:24][C@@:25]3([CH3:41])[C@H:29]\2[CH2:28][CH2:27][C@@H:26]3[C@@:30]2([CH3:40])[O:34][CH2:33][C@H:32]([CH2:35][C:36]([CH3:39])([OH:38])[CH3:37])[CH2:31]2)/[C:6]1=[CH2:42])C, predict the reaction product. The product is: [OH:38][C:36]([CH3:39])([CH3:37])[CH2:35][C@@H:32]1[CH2:33][O:34][C@@:30]([C@@H:26]2[C@:25]3([CH3:41])[C@H:29](/[C:21](=[CH:20]/[CH:19]=[C:7]4\[C:6](=[CH2:42])[C@@H:5]([OH:4])[CH2:10][C@H:9]([OH:11])[CH2:8]\4)/[CH2:22][CH2:23][CH2:24]3)[CH2:28][CH2:27]2)([CH3:40])[CH2:31]1. (9) Given the reactants [CH3:1][O:2][C:3](=[O:15])[C:4]1[CH:9]=[CH:8][C:7]([CH2:10]Br)=[C:6]([N+:12]([O-:14])=[O:13])[CH:5]=1.C1(P(C2C=CC=CC=2)C2C=CC=CC=2)C=CC=CC=1.[Cl:35][C:36]1[CH:43]=[C:42]([N:44]2[CH2:49][CH2:48][O:47][CH2:46][CH2:45]2)[CH:41]=[C:40]([Cl:50])[C:37]=1[CH:38]=O.C([O-])([O-])=O.[K+].[K+], predict the reaction product. The product is: [CH3:1][O:2][C:3](=[O:15])[C:4]1[CH:9]=[CH:8][C:7](/[CH:10]=[CH:38]/[C:37]2[C:36]([Cl:35])=[CH:43][C:42]([N:44]3[CH2:45][CH2:46][O:47][CH2:48][CH2:49]3)=[CH:41][C:40]=2[Cl:50])=[C:6]([N+:12]([O-:14])=[O:13])[CH:5]=1.